This data is from Reaction yield outcomes from USPTO patents with 853,638 reactions. The task is: Predict the reaction yield, written as a fraction of the theoretical maximum amount of product (1.0 means a 100% yield; for example, 0.34 means a 34% yield). (1) The reactants are [OH:1][C:2]1[C:7]2[CH2:8][C:9](=O)[O:10][C:6]=2[CH:5]=[C:4]([OH:12])[CH:3]=1.[CH3:13][N:14]([CH3:18])[C:15](Cl)=[O:16].[OH2:19].Cl. The catalyst is C1COCC1. The product is [OH:12][C:4]1[CH:3]=[C:2]([O:1][C:15](=[O:16])[N:14]([CH3:18])[CH3:13])[C:7]2[C:8](=[O:19])[CH2:9][O:10][C:6]=2[CH:5]=1. The yield is 0.170. (2) The reactants are Cl[C:2]1[N:11]=[C:10]([CH3:12])[CH:9]=[CH:8][C:3]=1[C:4]([O:6][CH3:7])=[O:5].[C:13]([CH:17]1[CH2:22]C(=O)[CH2:20][CH2:19][O:18]1)([CH3:16])([CH3:15])[CH3:14].CC1(C)C2C(=C(P(C3C=CC=CC=3)C3C=CC=CC=3)C=CC=2)OC2C(P(C3C=CC=CC=3)C3C=CC=CC=3)=CC=CC1=2.C([O-])([O-])=O.[Cs+].[Cs+]. The catalyst is C1C=CC(/C=C/C(/C=C/C2C=CC=CC=2)=O)=CC=1.C1C=CC(/C=C/C(/C=C/C2C=CC=CC=2)=O)=CC=1.C1C=CC(/C=C/C(/C=C/C2C=CC=CC=2)=O)=CC=1.[Pd].[Pd].C1(C)C=CC=CC=1. The product is [C:13]([CH:17]1[O:18][CH2:19][CH:20]2[CH:7]([O:6][C:4](=[O:5])[C:3]3[C:2]2=[N:11][C:10]([CH3:12])=[CH:9][CH:8]=3)[CH2:22]1)([CH3:16])([CH3:15])[CH3:14]. The yield is 0.0900. (3) The reactants are C(O)(C(F)(F)F)=O.C(OC([N:15]1[C:19]2[CH:20]=[CH:21][C:22]([C:24]3[CH:29]=[CH:28][CH:27]=[C:26]([O:30][CH2:31][C:32]4[CH:37]=[CH:36][CH:35]=[C:34]([Cl:38])[CH:33]=4)[CH:25]=3)=[CH:23][C:18]=2[N:17]=[C:16]1[C:39](=[O:46])[NH:40][CH2:41][C:42]([O:44][CH3:45])=[O:43])=O)(C)(C)C.C(OC(N1C2C=C(C3C=CC=C(OCC4C=CC=C(Cl)C=4)C=3)C=CC=2N=C1C(=O)NCC(OC)=O)=O)(C)(C)C.C([O-])(O)=O.[Na+]. The catalyst is C(Cl)Cl. The product is [CH3:45][O:44][C:42](=[O:43])[CH2:41][NH:40][C:39]([C:16]1[NH:15][C:19]2[CH:20]=[CH:21][C:22]([C:24]3[CH:29]=[CH:28][CH:27]=[C:26]([O:30][CH2:31][C:32]4[CH:37]=[CH:36][CH:35]=[C:34]([Cl:38])[CH:33]=4)[CH:25]=3)=[CH:23][C:18]=2[N:17]=1)=[O:46]. The yield is 0.670. (4) The reactants are [CH3:1][O:2][C:3]1[CH:28]=[CH:27][C:6]([CH2:7][N:8]2[C:12]3=[N:13][CH:14]=[CH:15][C:16]([O:17][C:18]4[CH:23]=[CH:22][C:21]([NH2:24])=[CH:20][C:19]=4[F:25])=[C:11]3[C:10](I)=[N:9]2)=[CH:5][CH:4]=1.[NH2:29][CH:30]1[CH2:35][CH2:34][CH2:33][CH:32]([OH:36])[CH2:31]1.C([O-])([O-])=O.[K+].[K+].N1CCC[C@H]1C(O)=O. The catalyst is CS(C)=O.O. The product is [CH3:1][O:2][C:3]1[CH:28]=[CH:27][C:6]([CH2:7][N:8]2[C:12]3=[N:13][CH:14]=[CH:15][C:16]([O:17][C:18]4[CH:23]=[CH:22][C:21]([NH2:24])=[CH:20][C:19]=4[F:25])=[C:11]3[C:10]([NH:29][CH:30]3[CH2:35][CH2:34][CH2:33][CH:32]([OH:36])[CH2:31]3)=[N:9]2)=[CH:5][CH:4]=1. The yield is 0.483. (5) The reactants are [Si:1]([O:8][CH2:9][C:10]1[CH:11]=[C:12]([NH:25][C:26]2[N:31]=[C:30]([C:32]([F:35])([F:34])[F:33])[CH:29]=[CH:28][N:27]=2)[CH:13]=[C:14](B2OC(C)(C)C(C)(C)O2)[CH:15]=1)([C:4]([CH3:7])([CH3:6])[CH3:5])([CH3:3])[CH3:2].C1(P(C2CCCCC2)C2C=CC=CC=2C2C(C(C)C)=CC(C(C)C)=CC=2C(C)C)CCCCC1.C(=O)([O-])[O-].[Cs+].[Cs+].Br[C:77]1[S:81][CH:80]=[N:79][CH:78]=1. The catalyst is C1C=CC(/C=C/C(/C=C/C2C=CC=CC=2)=O)=CC=1.C1C=CC(/C=C/C(/C=C/C2C=CC=CC=2)=O)=CC=1.C1C=CC(/C=C/C(/C=C/C2C=CC=CC=2)=O)=CC=1.[Pd].[Pd].O.O1CCOCC1. The product is [Si:1]([O:8][CH2:9][C:10]1[CH:11]=[C:12]([NH:25][C:26]2[N:31]=[C:30]([C:32]([F:34])([F:35])[F:33])[CH:29]=[CH:28][N:27]=2)[CH:13]=[C:14]([C:77]2[S:81][CH:80]=[N:79][CH:78]=2)[CH:15]=1)([C:4]([CH3:7])([CH3:5])[CH3:6])([CH3:3])[CH3:2]. The yield is 0.600.